This data is from Peptide-MHC class I binding affinity with 185,985 pairs from IEDB/IMGT. The task is: Regression. Given a peptide amino acid sequence and an MHC pseudo amino acid sequence, predict their binding affinity value. This is MHC class I binding data. (1) The peptide sequence is WEVGKPRPPL. The MHC is HLA-B44:03 with pseudo-sequence HLA-B44:03. The binding affinity (normalized) is 0.179. (2) The peptide sequence is TMGPHPAGV. The MHC is HLA-A03:01 with pseudo-sequence HLA-A03:01. The binding affinity (normalized) is 0.0847.